Dataset: Forward reaction prediction with 1.9M reactions from USPTO patents (1976-2016). Task: Predict the product of the given reaction. Given the reactants [NH3:1].[Cl:2][C:3]1[C:8]([C:9]2[S:10][CH:11]=[CH:12][C:13]=2[CH3:14])=[C:7]([NH:15][CH:16]([CH3:20])[CH:17]([CH3:19])[CH3:18])[N:6]2[N:21]=[CH:22][C:23]([C:24](Cl)=[O:25])=[C:5]2[N:4]=1.C(OCC)(=O)C, predict the reaction product. The product is: [Cl:2][C:3]1[C:8]([C:9]2[S:10][CH:11]=[CH:12][C:13]=2[CH3:14])=[C:7]([NH:15][CH:16]([CH3:20])[CH:17]([CH3:19])[CH3:18])[N:6]2[N:21]=[CH:22][C:23]([C:24]([NH2:1])=[O:25])=[C:5]2[N:4]=1.